This data is from Full USPTO retrosynthesis dataset with 1.9M reactions from patents (1976-2016). The task is: Predict the reactants needed to synthesize the given product. (1) Given the product [CH3:1][O:2][C:3](=[O:15])[CH:4]=[CH:5][C:6]1[CH:11]=[CH:10][CH:9]=[C:8]([NH2:12])[CH:7]=1, predict the reactants needed to synthesize it. The reactants are: [CH3:1][O:2][C:3](=[O:15])[CH:4]=[CH:5][C:6]1[CH:11]=[CH:10][CH:9]=[C:8]([N+:12]([O-])=O)[CH:7]=1.O.O.Cl[Sn]Cl. (2) Given the product [CH:34]1([C:37]([N:2]2[CH2:7][CH2:6][CH:5]([NH:8][C:9]([C:11]3[C:15]4[N:16]=[CH:17][N:18]=[C:19]([C:20]5[C:28]6[O:27][CH2:26][O:25][C:24]=6[CH:23]=[CH:22][C:21]=5[O:29][CH2:30][CH:31]5[CH2:32][CH2:33]5)[C:14]=4[NH:13][CH:12]=3)=[O:10])[CH2:4][CH2:3]2)=[O:38])[CH2:36][CH2:35]1, predict the reactants needed to synthesize it. The reactants are: Cl.[NH:2]1[CH2:7][CH2:6][CH:5]([NH:8][C:9]([C:11]2[C:15]3[N:16]=[CH:17][N:18]=[C:19]([C:20]4[C:28]5[O:27][CH2:26][O:25][C:24]=5[CH:23]=[CH:22][C:21]=4[O:29][CH2:30][CH:31]4[CH2:33][CH2:32]4)[C:14]=3[NH:13][CH:12]=2)=[O:10])[CH2:4][CH2:3]1.[CH:34]1([C:37](Cl)=[O:38])[CH2:36][CH2:35]1.